This data is from Forward reaction prediction with 1.9M reactions from USPTO patents (1976-2016). The task is: Predict the product of the given reaction. (1) Given the reactants [C:1]([C:4]1[C:9]([O:10][CH2:11][CH2:12][NH:13]C(=O)OC(C)(C)C)=[C:8]([CH:21]=O)[C:7]([CH3:23])=[C:6]([Cl:24])[CH:5]=1)(=[O:3])[CH3:2], predict the reaction product. The product is: [Cl:24][C:6]1[CH:5]=[C:4]([C:1](=[O:3])[CH3:2])[C:9]2[O:10][CH2:11][CH2:12][N:13]=[CH:21][C:8]=2[C:7]=1[CH3:23]. (2) The product is: [C:13]([O:17][C:18](=[O:44])[N:19]([CH:21]([C:23](=[O:43])[NH:24][C:25]1[CH:30]=[C:29]([C:31]2[C:40]([CH3:41])=[CH:39][CH:38]=[C:37]3[C:32]=2[CH:33]=[CH:34][CH:35]=[N:36]3)[CH:28]=[C:27]([NH:42][C:10]([C:7]2[N:6]=[CH:5][C:4]3[CH2:3][O:2][CH2:1][C:9]=3[CH:8]=2)=[O:11])[N:26]=1)[CH3:22])[CH3:20])([CH3:14])([CH3:15])[CH3:16]. Given the reactants [CH2:1]1[C:9]2[CH:8]=[C:7]([C:10](Cl)=[O:11])[N:6]=[CH:5][C:4]=2[CH2:3][O:2]1.[C:13]([O:17][C:18](=[O:44])[N:19]([CH:21]([C:23](=[O:43])[NH:24][C:25]1[CH:30]=[C:29]([C:31]2[C:40]([CH3:41])=[CH:39][CH:38]=[C:37]3[C:32]=2[CH:33]=[CH:34][CH:35]=[N:36]3)[CH:28]=[C:27]([NH2:42])[N:26]=1)[CH3:22])[CH3:20])([CH3:16])([CH3:15])[CH3:14].CCN(C(C)C)C(C)C, predict the reaction product. (3) Given the reactants CO[C:3](=[O:21])[C:4]([OH:20])=[CH:5][C:6](=[O:19])[N:7]([CH2:10][CH2:11][C:12]1[CH:17]=[CH:16][C:15]([F:18])=[CH:14][CH:13]=1)[O:8][CH3:9].C=O.CN.ClC1C=C(C=CC=1Cl)[CH2:30][N:31](C)[C:32](C1CN(C)C(=O)C=1O)=O, predict the reaction product. The product is: [F:18][C:15]1[CH:14]=[CH:13][C:12]([CH2:11][CH2:10][N:7]([O:8][CH3:9])[C:6]([C:5]2[CH2:30][N:31]([CH3:32])[C:3](=[O:21])[C:4]=2[OH:20])=[O:19])=[CH:17][CH:16]=1.